This data is from Catalyst prediction with 721,799 reactions and 888 catalyst types from USPTO. The task is: Predict which catalyst facilitates the given reaction. (1) Reactant: CC1(C)C(C)(C)OB([C:9]2[CH:15]=[CH:14][CH:13]=[CH:12][C:10]=2[NH2:11])O1.Br[C:18]1[C:23]([Cl:24])=[CH:22][C:21]([C:25]([F:28])([F:27])[F:26])=[CH:20][N:19]=1.C(=O)([O-])[O-].[Na+].[Na+].O. Product: [Cl:24][C:23]1[C:18]([C:9]2[CH:15]=[CH:14][CH:13]=[CH:12][C:10]=2[NH2:11])=[N:19][CH:20]=[C:21]([C:25]([F:27])([F:26])[F:28])[CH:22]=1. The catalyst class is: 16. (2) Reactant: [OH:1][C:2]1[CH:10]=[CH:9][C:8]([C:11]2[N:12]([C:27]([O:29][C:30]([CH3:33])([CH3:32])[CH3:31])=[O:28])[C:13]3[C:18]([CH:19]=2)=[CH:17][C:16]([CH2:20][N:21]2[CH2:26][CH2:25][CH2:24][CH2:23][CH2:22]2)=[CH:15][CH:14]=3)=[C:7]2[C:3]=1[CH2:4][NH:5][C:6]2=[O:34].C(N(CC)CC)C.[CH3:42][C:43]1[CH:48]=[CH:47][CH:46]=[CH:45][C:44]=1[S:49](Cl)(=[O:51])=[O:50]. Product: [CH3:42][C:43]1[CH:48]=[CH:47][CH:46]=[CH:45][C:44]=1[S:49]([O:1][C:2]1[CH:10]=[CH:9][C:8]([C:11]2[N:12]([C:27]([O:29][C:30]([CH3:31])([CH3:33])[CH3:32])=[O:28])[C:13]3[C:18]([CH:19]=2)=[CH:17][C:16]([CH2:20][N:21]2[CH2:26][CH2:25][CH2:24][CH2:23][CH2:22]2)=[CH:15][CH:14]=3)=[C:7]2[C:3]=1[CH2:4][NH:5][C:6]2=[O:34])(=[O:51])=[O:50]. The catalyst class is: 10. (3) The catalyst class is: 749. Reactant: [Cl:1][C:2]1[CH:10]=[C:9]2[C:5]([C:6]([C:11](=[O:16])[C:12]([F:15])([F:14])[F:13])=[CH:7][NH:8]2)=[CH:4][CH:3]=1.N1C=CC=CC=1.[F:23][C:24]1[CH:25]=[C:26](B(O)O)[CH:27]=[C:28]([F:30])[CH:29]=1. Product: [Cl:1][C:2]1[CH:10]=[C:9]2[C:5]([C:6]([C:11](=[O:16])[C:12]([F:13])([F:14])[F:15])=[CH:7][N:8]2[C:26]2[CH:25]=[C:24]([F:23])[CH:29]=[C:28]([F:30])[CH:27]=2)=[CH:4][CH:3]=1. (4) Reactant: [CH:1]([C:3]1[CH:8]=[CH:7][C:6]([Mg]Br)=[CH:5][CH:4]=1)=[CH2:2].[F:11][C:12]([F:18])([F:17])[C:13](OC)=[O:14]. Product: [F:11][C:12]([F:18])([F:17])[C:13]([C:6]1[CH:7]=[CH:8][C:3]([CH:1]=[CH2:2])=[CH:4][CH:5]=1)=[O:14]. The catalyst class is: 1. (5) Reactant: [N+:1]([C:4]1[CH:5]=[C:6]([CH:12]=[CH:13][C:14]=1[N:15]1[CH2:20][CH2:19][CH2:18][CH2:17][CH2:16]1)[C:7]([O:9][CH2:10][CH3:11])=[O:8])([O-])=O. Product: [NH2:1][C:4]1[CH:5]=[C:6]([CH:12]=[CH:13][C:14]=1[N:15]1[CH2:20][CH2:19][CH2:18][CH2:17][CH2:16]1)[C:7]([O:9][CH2:10][CH3:11])=[O:8]. The catalyst class is: 19. (6) Reactant: [F:1][C:2]1[CH:7]=[CH:6][C:5]([C:8]2[C:17]([C:18]3[CH:23]=[CH:22][C:21]([F:24])=[CH:20][CH:19]=3)=[CH:16][C:15]([O:25]C)=[C:14]3[C:9]=2[C:10](=[O:27])[NH:11][CH:12]=[N:13]3)=[CH:4][CH:3]=1.B(Br)(Br)Br.CO. Product: [F:1][C:2]1[CH:3]=[CH:4][C:5]([C:8]2[C:17]([C:18]3[CH:23]=[CH:22][C:21]([F:24])=[CH:20][CH:19]=3)=[CH:16][C:15]([OH:25])=[C:14]3[C:9]=2[C:10](=[O:27])[NH:11][CH:12]=[N:13]3)=[CH:6][CH:7]=1. The catalyst class is: 4.